This data is from NCI-60 drug combinations with 297,098 pairs across 59 cell lines. The task is: Regression. Given two drug SMILES strings and cell line genomic features, predict the synergy score measuring deviation from expected non-interaction effect. (1) Drug 1: C1=NC2=C(N=C(N=C2N1C3C(C(C(O3)CO)O)F)Cl)N. Drug 2: CC(C)CN1C=NC2=C1C3=CC=CC=C3N=C2N. Cell line: 786-0. Synergy scores: CSS=6.42, Synergy_ZIP=-4.09, Synergy_Bliss=1.06, Synergy_Loewe=-4.34, Synergy_HSA=0.872. (2) Drug 1: C1=CC(=C2C(=C1NCCNCCO)C(=O)C3=C(C=CC(=C3C2=O)O)O)NCCNCCO. Drug 2: CC12CCC3C(C1CCC2OP(=O)(O)O)CCC4=C3C=CC(=C4)OC(=O)N(CCCl)CCCl.[Na+]. Cell line: K-562. Synergy scores: CSS=44.4, Synergy_ZIP=-0.109, Synergy_Bliss=-0.444, Synergy_Loewe=-46.7, Synergy_HSA=0.777. (3) Drug 1: C1=NC2=C(N1)C(=S)N=C(N2)N. Drug 2: CC1=CC=C(C=C1)C2=CC(=NN2C3=CC=C(C=C3)S(=O)(=O)N)C(F)(F)F. Cell line: MCF7. Synergy scores: CSS=37.7, Synergy_ZIP=0.00942, Synergy_Bliss=-0.492, Synergy_Loewe=-11.2, Synergy_HSA=1.02.